Dataset: Full USPTO retrosynthesis dataset with 1.9M reactions from patents (1976-2016). Task: Predict the reactants needed to synthesize the given product. Given the product [N:1]1[CH:5]=[C:4]([CH2:6][N:7]([C:8]2[CH:13]=[CH:12][CH:11]=[C:10]([O:14][CH3:15])[CH:9]=2)[CH3:18])[NH:3][CH:2]=1, predict the reactants needed to synthesize it. The reactants are: [N:1]1[CH:5]=[C:4]([CH2:6][NH:7][C:8]2[CH:13]=[CH:12][CH:11]=[C:10]([O:14][CH3:15])[CH:9]=2)[NH:3][CH:2]=1.C=O.[C:18]([BH3-])#N.[Na+].Cl.